From a dataset of Buchwald-Hartwig C-N cross coupling reaction yields with 55,370 reactions. Predict the reaction yield, written as a fraction of the theoretical maximum amount of product (1.0 means a 100% yield; for example, 0.34 means a 34% yield). (1) The reactants are CCc1ccc(I)cc1.Cc1ccc(N)cc1.O=S(=O)(O[Pd]1c2ccccc2-c2ccccc2N~1)C(F)(F)F.COc1ccc(OC)c(P(C(C)(C)C)C(C)(C)C)c1-c1c(C(C)C)cc(C(C)C)cc1C(C)C.CN(C)C(=NC(C)(C)C)N(C)C.c1ccc(-c2cnoc2)cc1. No catalyst specified. The product is CCc1ccc(Nc2ccc(C)cc2)cc1. The yield is 0.785. (2) The reactants are CCc1ccc(Br)cc1.Cc1ccc(N)cc1.O=S(=O)(O[Pd]1c2ccccc2-c2ccccc2N~1)C(F)(F)F.COc1ccc(OC)c(P(C(C)(C)C)C(C)(C)C)c1-c1c(C(C)C)cc(C(C)C)cc1C(C)C.CN(C)C(=NC(C)(C)C)N(C)C.Cc1ccon1. No catalyst specified. The product is CCc1ccc(Nc2ccc(C)cc2)cc1. The yield is 0.777. (3) The product is Cc1ccc(Nc2ccccn2)cc1. The yield is 0.611. No catalyst specified. The reactants are Clc1ccccn1.Cc1ccc(N)cc1.O=S(=O)(O[Pd]1c2ccccc2-c2ccccc2N~1)C(F)(F)F.CC(C)c1cc(C(C)C)c(-c2ccccc2P(C(C)(C)C)C(C)(C)C)c(C(C)C)c1.CN(C)C(=NC(C)(C)C)N(C)C.CCOC(=O)c1cc(OC)no1. (4) The reactants are Clc1cccnc1.Cc1ccc(N)cc1.O=S(=O)(O[Pd]1c2ccccc2-c2ccccc2N~1)C(F)(F)F.COc1ccc(OC)c(P(C(C)(C)C)C(C)(C)C)c1-c1c(C(C)C)cc(C(C)C)cc1C(C)C.CN(C)C(=NC(C)(C)C)N(C)C.COC(=O)c1cc(-c2ccco2)on1. No catalyst specified. The product is Cc1ccc(Nc2cccnc2)cc1. The yield is 0.0304. (5) The reactants are CCc1ccc(Br)cc1.Cc1ccc(N)cc1.O=S(=O)(O[Pd]1c2ccccc2-c2ccccc2N~1)C(F)(F)F.COc1ccc(OC)c(P(C(C)(C)C)C(C)(C)C)c1-c1c(C(C)C)cc(C(C)C)cc1C(C)C.CN1CCCN2CCCN=C12.CCOC(=O)c1ccon1. No catalyst specified. The product is CCc1ccc(Nc2ccc(C)cc2)cc1. The yield is 0.799. (6) The reactants are Brc1cccnc1.Cc1ccc(N)cc1.O=S(=O)(O[Pd]1c2ccccc2-c2ccccc2N~1)C(F)(F)F.COc1ccc(OC)c(P([C@]23C[C@H]4C[C@H](C[C@H](C4)C2)C3)[C@]23C[C@H]4C[C@H](C[C@H](C4)C2)C3)c1-c1c(C(C)C)cc(C(C)C)cc1C(C)C.CN1CCCN2CCCN=C12.CCOC(=O)c1cc(C)no1. No catalyst specified. The product is Cc1ccc(Nc2cccnc2)cc1. The yield is 0.865. (7) The reactants are COc1ccc(Br)cc1.Cc1ccc(N)cc1.O=S(=O)(O[Pd]1c2ccccc2-c2ccccc2N~1)C(F)(F)F.COc1ccc(OC)c(P([C@]23C[C@H]4C[C@H](C[C@H](C4)C2)C3)[C@]23C[C@H]4C[C@H](C[C@H](C4)C2)C3)c1-c1c(C(C)C)cc(C(C)C)cc1C(C)C.CCN=P(N=P(N(C)C)(N(C)C)N(C)C)(N(C)C)N(C)C.CCOC(=O)c1cnoc1. No catalyst specified. The product is COc1ccc(Nc2ccc(C)cc2)cc1. The yield is 0.00489.